Dataset: Full USPTO retrosynthesis dataset with 1.9M reactions from patents (1976-2016). Task: Predict the reactants needed to synthesize the given product. Given the product [CH2:43]([O:42][C@H:40]([CH3:41])[CH2:39][O:38][CH2:37][C:34]1[CH:35]=[CH:36][C:31]([C@H:11]2[C@H:10]([CH2:45][N:49]3[CH2:50][CH2:51][CH2:47][CH2:48]3)[CH2:9][NH:8][CH2:13][C@@H:12]2[O:14][CH2:15][C:16]2[CH:17]=[CH:18][C:19]3[O:24][CH2:23][CH2:22][N:21]([CH2:25][CH2:26][CH2:27][O:28][CH3:29])[C:20]=3[CH:30]=2)=[CH:32][CH:33]=1)[CH3:44], predict the reactants needed to synthesize it. The reactants are: C(OC([N:8]1[CH2:13][C@H:12]([O:14][CH2:15][C:16]2[CH:17]=[CH:18][C:19]3[O:24][CH2:23][CH2:22][N:21]([CH2:25][CH2:26][CH2:27][O:28][CH3:29])[C:20]=3[CH:30]=2)[C@@H:11]([C:31]2[CH:36]=[CH:35][C:34]([CH2:37][O:38][CH2:39][C@H:40]([O:42][CH2:43][CH3:44])[CH3:41])=[CH:33][CH:32]=2)[C@H:10]([CH2:45]O)[CH2:9]1)=O)(C)(C)C.[CH3:47][CH2:48][N:49](CC)[CH2:50][CH3:51].OS([O-])(=O)=O.[K+].